Dataset: Full USPTO retrosynthesis dataset with 1.9M reactions from patents (1976-2016). Task: Predict the reactants needed to synthesize the given product. (1) Given the product [CH3:3][C:2]([CH3:30])([S:4]([NH:6][C:7]1([C:18]2[CH:23]=[CH:22][C:21]([C:24]#[CH:25])=[CH:20][CH:19]=2)[CH2:10][N:9]([C:11]([O:13][C:14]([CH3:15])([CH3:16])[CH3:17])=[O:12])[CH2:8]1)=[O:5])[CH3:1], predict the reactants needed to synthesize it. The reactants are: [CH3:1][C:2]([CH3:30])([S:4]([NH:6][C:7]1([C:18]2[CH:23]=[CH:22][C:21]([C:24]#[C:25][Si](C)(C)C)=[CH:20][CH:19]=2)[CH2:10][N:9]([C:11]([O:13][C:14]([CH3:17])([CH3:16])[CH3:15])=[O:12])[CH2:8]1)=[O:5])[CH3:3].C(=O)([O-])[O-].[K+].[K+].O. (2) Given the product [CH3:23][NH:22][C:20](=[O:21])[C:19]1[CH:24]=[CH:25][CH:26]=[C:17]([C:15]2[CH:14]=[N:13][N:12]3[C:8]([C:6]4[CH:5]=[CH:4][N:3]=[C:2]([C:27]5[CH:32]=[CH:31][CH:30]=[CH:29][CH:28]=5)[CH:7]=4)=[CH:9][N:10]=[C:11]3[CH:16]=2)[CH:18]=1, predict the reactants needed to synthesize it. The reactants are: Cl[C:2]1[CH:7]=[C:6]([C:8]2[N:12]3[N:13]=[CH:14][C:15]([C:17]4[CH:18]=[C:19]([CH:24]=[CH:25][CH:26]=4)[C:20]([NH:22][CH3:23])=[O:21])=[CH:16][C:11]3=[N:10][CH:9]=2)[CH:5]=[CH:4][N:3]=1.[C:27]1(B(O)O)[CH:32]=[CH:31][CH:30]=[CH:29][CH:28]=1.O.C([O-])([O-])=O.[Na+].[Na+]. (3) Given the product [C:12]([N:15]1[C:24]2[C:19](=[CH:20][C:21]([C:25]([NH:11][CH2:10][CH2:9][C:6]3[CH:7]=[CH:8][C:3]([O:2][CH3:1])=[CH:4][CH:5]=3)=[O:26])=[CH:22][CH:23]=2)[C:18]([C:29]2[CH:34]=[CH:33][CH:32]=[CH:31][CH:30]=2)([CH3:28])[CH2:17][C:16]1([CH3:36])[CH3:35])(=[O:14])[CH3:13], predict the reactants needed to synthesize it. The reactants are: [CH3:1][O:2][C:3]1[CH:8]=[CH:7][C:6]([CH2:9][CH2:10][NH2:11])=[CH:5][CH:4]=1.[C:12]([N:15]1[C:24]2[C:19](=[CH:20][C:21]([C:25](O)=[O:26])=[CH:22][CH:23]=2)[C:18]([C:29]2[CH:34]=[CH:33][CH:32]=[CH:31][CH:30]=2)([CH3:28])[CH2:17][C:16]1([CH3:36])[CH3:35])(=[O:14])[CH3:13].CN(C(ON1N=NC2C=CC=NC1=2)=[N+](C)C)C.F[P-](F)(F)(F)(F)F.C(N(CC)C(C)C)(C)C. (4) Given the product [C:11]1([C:9]2[CH:8]=[CH:7][C:6]3[O:17][C:1](=[S:3])[NH:4][C:5]=3[CH:10]=2)[CH:12]=[CH:13][CH:14]=[CH:15][CH:16]=1, predict the reactants needed to synthesize it. The reactants are: [C:1](=[S:3])=S.[NH2:4][C:5]1[CH:10]=[C:9]([C:11]2[CH:16]=[CH:15][CH:14]=[CH:13][CH:12]=2)[CH:8]=[CH:7][C:6]=1[OH:17].[OH-].[K+].